From a dataset of Reaction yield outcomes from USPTO patents with 853,638 reactions. Predict the reaction yield, written as a fraction of the theoretical maximum amount of product (1.0 means a 100% yield; for example, 0.34 means a 34% yield). (1) The reactants are [F:1][C:2]1[CH:7]=[C:6]([CH2:8][C:9]([C:11]2[CH:16]=[CH:15][N:14]=[CH:13][CH:12]=2)=[O:10])[CH:5]=[CH:4][N:3]=1.[Br:17]Br. The catalyst is C(O)(=O)C.C(OCC)(=O)C. The product is [BrH:17].[Br:17][CH:8]([C:6]1[CH:5]=[CH:4][N:3]=[C:2]([F:1])[CH:7]=1)[C:9]([C:11]1[CH:16]=[CH:15][N:14]=[CH:13][CH:12]=1)=[O:10]. The yield is 1.00. (2) The reactants are C([Si](C)(C)[O:6][CH2:7][CH2:8][CH2:9][CH2:10][N:11]1[CH:16]=[CH:15][C:14]([C:17]2[CH:22]=[CH:21][CH:20]=[CH:19][C:18]=2[F:23])=[N:13][C:12]1=[O:24])(C)(C)C. The catalyst is Cl.O1CCOCC1. The product is [F:23][C:18]1[CH:19]=[CH:20][CH:21]=[CH:22][C:17]=1[C:14]1[CH:15]=[CH:16][N:11]([CH2:10][CH2:9][CH2:8][CH2:7][OH:6])[C:12](=[O:24])[N:13]=1. The yield is 0.950. (3) The reactants are [CH:1]([C:4]1[CH:5]=[C:6]([CH:25]=[CH:26][C:27]=1[O:28]C)[O:7][C:8]1[C:22]([CH3:23])=[CH:21][C:11]2[C:12]([CH2:15][C:16]([O:18][CH2:19][CH3:20])=[O:17])=[CH:13][O:14][C:10]=2[C:9]=1[CH3:24])([CH3:3])[CH3:2].[Cl-].[Cl-].[Cl-].[Al+3].C(S)C. The catalyst is ClCCl. The product is [OH:28][C:27]1[CH:26]=[CH:25][C:6]([O:7][C:8]2[C:22]([CH3:23])=[CH:21][C:11]3[C:12]([CH2:15][C:16]([O:18][CH2:19][CH3:20])=[O:17])=[CH:13][O:14][C:10]=3[C:9]=2[CH3:24])=[CH:5][C:4]=1[CH:1]([CH3:2])[CH3:3]. The yield is 0.730. (4) The reactants are [N:1]1[CH:6]=[CH:5][C:4]([CH2:7][CH:8](C(C(OCC)=O)C(OCC)=O)[CH3:9])=[CH:3][CH:2]=1.[C:21](=[O:24])(O)[O-:22].[Na+]. The catalyst is Cl. The product is [N:1]1[CH:6]=[CH:5][C:4]([CH2:7][CH:8]([CH3:9])[C:21]([OH:22])=[O:24])=[CH:3][CH:2]=1. The yield is 0.769. (5) The reactants are [Cl:1][C:2]1[CH:3]=[C:4]([CH:24]=[CH:25][C:26]=1[S:27][C:28]1[NH:29][CH:30]=[CH:31][N:32]=1)[NH:5][C:6]1[C:15]2[C:10](=[CH:11][CH:12]=[CH:13][C:14]=2[O:16][CH:17]2[CH2:22][CH2:21][N:20]([CH3:23])[CH2:19][CH2:18]2)[N:9]=[CH:8][N:7]=1.Br[CH2:34][CH2:35][O:36][CH3:37]. No catalyst specified. The product is [Cl:1][C:2]1[CH:3]=[C:4]([CH:24]=[CH:25][C:26]=1[S:27][C:28]1[N:32]([CH2:34][CH2:35][O:36][CH3:37])[CH:31]=[CH:30][N:29]=1)[NH:5][C:6]1[C:15]2[C:10](=[CH:11][CH:12]=[CH:13][C:14]=2[O:16][CH:17]2[CH2:22][CH2:21][N:20]([CH3:23])[CH2:19][CH2:18]2)[N:9]=[CH:8][N:7]=1. The yield is 0.610.